This data is from Catalyst prediction with 721,799 reactions and 888 catalyst types from USPTO. The task is: Predict which catalyst facilitates the given reaction. (1) Reactant: [NH3:1].O1CCOCC1.[CH2:8]([O:15][C:16]([NH:18][CH2:19][CH2:20][S:21](Cl)(=[O:23])=[O:22])=[O:17])[C:9]1[CH:14]=[CH:13][CH:12]=[CH:11][CH:10]=1. Product: [CH2:8]([O:15][C:16]([NH:18][CH2:19][CH2:20][S:21]([NH2:1])(=[O:23])=[O:22])=[O:17])[C:9]1[CH:14]=[CH:13][CH:12]=[CH:11][CH:10]=1. The catalyst class is: 10. (2) Reactant: [F:1][C:2]1[C:11]([F:12])=[CH:10][CH:9]=[C:8]2[C:3]=1[CH:4]=[C:5]([CH2:13][CH2:14][CH3:15])[CH2:6][CH2:7]2. Product: [F:12][C:11]1[C:2]([F:1])=[C:3]2[C:8]([CH2:7][CH2:6][CH:5]([CH2:13][CH2:14][CH3:15])[CH2:4]2)=[CH:9][CH:10]=1. The catalyst class is: 29. (3) Reactant: [C:1]([O:5][C:6]([N:8]1[CH2:11][CH:10]([CH2:12][NH:13][CH2:14][C:15]2[CH:20]=[CH:19][C:18]([Cl:21])=[CH:17][C:16]=2[Cl:22])[CH2:9]1)=[O:7])([CH3:4])([CH3:3])[CH3:2].[CH:23]([C:25]([CH3:27])=[O:26])=[CH2:24]. The catalyst class is: 22. Product: [C:1]([O:5][C:6]([N:8]1[CH2:11][CH:10]([CH2:12][N:13]([CH2:14][C:15]2[CH:20]=[CH:19][C:18]([Cl:21])=[CH:17][C:16]=2[Cl:22])[CH2:24][CH2:23][C:25](=[O:26])[CH3:27])[CH2:9]1)=[O:7])([CH3:4])([CH3:2])[CH3:3]. (4) Reactant: [CH3:1][CH2:2][CH:3]([OH:6])[CH2:4][CH3:5].[H-].[Na+].Br[C:10]1[N:11]=[C:12]([O:31][CH3:32])[C:13]([C:18]2[CH:28]=[CH:27][C:21]([O:22][C:23]([F:26])([F:25])[F:24])=[CH:20][C:19]=2[O:29][CH3:30])=[N:14][C:15]=1[CH2:16][CH3:17]. Product: [CH2:16]([C:15]1[N:14]=[C:13]([C:18]2[CH:28]=[CH:27][C:21]([O:22][C:23]([F:26])([F:25])[F:24])=[CH:20][C:19]=2[O:29][CH3:30])[C:12]([O:31][CH3:32])=[N:11][C:10]=1[O:6][CH:3]([CH2:4][CH3:5])[CH2:2][CH3:1])[CH3:17]. The catalyst class is: 1. (5) Reactant: [CH2:1]([O:8][C:9](=[O:28])[N:10]([CH2:20][C@H:21]([NH2:27])[C@@H:22]([OH:26])[CH2:23][CH2:24][CH3:25])[CH2:11][C:12]1[CH:17]=[CH:16][C:15]([CH3:18])=[CH:14][C:13]=1[CH3:19])[C:2]1[CH:7]=[CH:6][CH:5]=[CH:4][CH:3]=1.[C:29]([O:35][CH2:36][C:37]1[CH:42]=[CH:41][CH:40]=[CH:39][CH:38]=1)(=[O:34])[CH2:30][C:31]([O-])=[O:32].C(N(CC)C(C)C)(C)C.CN(C(ON1N=NC2C=CC=NC1=2)=[N+](C)C)C.F[P-](F)(F)(F)(F)F. Product: [CH2:36]([O:35][C:29](=[O:34])[CH2:30][C:31]([NH:27][C@@H:21]([CH2:20][N:10]([C:9]([O:8][CH2:1][C:2]1[CH:7]=[CH:6][CH:5]=[CH:4][CH:3]=1)=[O:28])[CH2:11][C:12]1[CH:17]=[CH:16][C:15]([CH3:18])=[CH:14][C:13]=1[CH3:19])[C@@H:22]([OH:26])[CH2:23][CH2:24][CH3:25])=[O:32])[C:37]1[CH:42]=[CH:41][CH:40]=[CH:39][CH:38]=1. The catalyst class is: 59. (6) Reactant: [C:1]([C:3]1[CH:8]=[CH:7][C:6]([C:9]2[CH:14]=[CH:13][C:12]([OH:15])=[CH:11][CH:10]=2)=[CH:5][CH:4]=1)#[N:2].[CH2:16](Br)[CH:17]=[CH2:18].C(=O)([O-])[O-].[K+].[K+].CC(=O)CC. Product: [CH2:18]([O:15][C:12]1[CH:13]=[CH:14][C:9]([C:6]2[CH:5]=[CH:4][C:3]([C:1]#[N:2])=[CH:8][CH:7]=2)=[CH:10][CH:11]=1)[CH:17]=[CH2:16]. The catalyst class is: 6.